Dataset: Forward reaction prediction with 1.9M reactions from USPTO patents (1976-2016). Task: Predict the product of the given reaction. (1) Given the reactants [F:1][CH:2]([F:37])[C:3]1[CH:7]=[C:6]([CH:8]([F:10])[F:9])[N:5]([CH2:11][C:12]([N:14]2[CH2:19][CH2:18][CH:17]([C:20]3[S:21][CH:22]=[C:23]([C:25]4[CH2:29][CH:28]([C:30]5[CH:35]=[CH:34][CH:33]=[CH:32][C:31]=5[OH:36])[O:27][N:26]=4)[N:24]=3)[CH2:16][CH2:15]2)=[O:13])[N:4]=1.C(=O)([O-])[O-].[K+].[K+].Br[CH2:45][CH2:46][O:47][CH3:48].[I-].[K+], predict the reaction product. The product is: [F:37][CH:2]([F:1])[C:3]1[CH:7]=[C:6]([CH:8]([F:10])[F:9])[N:5]([CH2:11][C:12]([N:14]2[CH2:15][CH2:16][CH:17]([C:20]3[S:21][CH:22]=[C:23]([C:25]4[CH2:29][CH:28]([C:30]5[CH:35]=[CH:34][CH:33]=[CH:32][C:31]=5[O:36][CH2:45][CH2:46][O:47][CH3:48])[O:27][N:26]=4)[N:24]=3)[CH2:18][CH2:19]2)=[O:13])[N:4]=1. (2) Given the reactants [Cl:1][C:2]1[CH:13]=[C:12]([C:14]([F:17])([F:16])[F:15])[CH:11]=[C:10]([Cl:18])[C:3]=1[CH:4]=[C:5]([C:8]#[N:9])[C:6]#[N:7].[BH4-].[Na+], predict the reaction product. The product is: [Cl:1][C:2]1[CH:13]=[C:12]([C:14]([F:15])([F:16])[F:17])[CH:11]=[C:10]([Cl:18])[C:3]=1[CH2:4][CH:5]([C:6]#[N:7])[C:8]#[N:9]. (3) Given the reactants [Cl:1][C:2]1[CH:33]=[CH:32][C:5]([C:6]([NH:8][C:9]2[CH:14]=[CH:13][C:12]([CH2:15][NH:16][C:17]3[C:26]4[C:21](=[CH:22][CH:23]=[C:24]([C:27]([F:30])([F:29])[F:28])[CH:25]=4)[N:20]=[C:19](Cl)[N:18]=3)=[CH:11][CH:10]=2)=[O:7])=[CH:4][CH:3]=1.Cl.[NH:35]1[CH2:38][CH2:37][CH2:36]1, predict the reaction product. The product is: [N:35]1([C:19]2[N:18]=[C:17]([NH:16][CH2:15][C:12]3[CH:13]=[CH:14][C:9]([NH:8][C:6](=[O:7])[C:5]4[CH:4]=[CH:3][C:2]([Cl:1])=[CH:33][CH:32]=4)=[CH:10][CH:11]=3)[C:26]3[C:21](=[CH:22][CH:23]=[C:24]([C:27]([F:30])([F:28])[F:29])[CH:25]=3)[N:20]=2)[CH2:38][CH2:37][CH2:36]1. (4) Given the reactants CN(C(ON1N=NC2C=CC=NC1=2)=[N+](C)C)C.F[P-](F)(F)(F)(F)F.[Si:25]([O:32][CH2:33][C@H:34]([CH3:56])[O:35][C:36]1[CH:37]=[C:38]([CH:42]=[C:43]([O:45][C:46]2[CH:51]=[CH:50][C:49]([S:52]([CH3:55])(=[O:54])=[O:53])=[CH:48][CH:47]=2)[CH:44]=1)[C:39]([OH:41])=O)([C:28]([CH3:31])([CH3:30])[CH3:29])([CH3:27])[CH3:26].CCN(C(C)C)C(C)C.[CH3:66][O:67][CH2:68][C:69]1[N:70]=[C:71]([NH2:74])[S:72][CH:73]=1, predict the reaction product. The product is: [Si:25]([O:32][CH2:33][C@H:34]([CH3:56])[O:35][C:36]1[CH:37]=[C:38]([CH:42]=[C:43]([O:45][C:46]2[CH:47]=[CH:48][C:49]([S:52]([CH3:55])(=[O:53])=[O:54])=[CH:50][CH:51]=2)[CH:44]=1)[C:39]([NH:74][C:71]1[S:72][CH:73]=[C:69]([CH2:68][O:67][CH3:66])[N:70]=1)=[O:41])([C:28]([CH3:29])([CH3:31])[CH3:30])([CH3:26])[CH3:27]. (5) Given the reactants Cl.[NH2:2][C@H:3]1[CH2:7][CH2:6][N:5]([C:8]2[CH:13]=[CH:12][C:11]([N:14]3[CH2:18][C@H:17]([CH2:19][O:20][C:21]4[CH:25]=[CH:24][O:23][N:22]=4)[O:16][C:15]3=[O:26])=[CH:10][C:9]=2[F:27])[CH2:4]1.C(=O)(O)[O-].[Na+].[C:33](OC(=O)C)(=[O:35])[CH3:34], predict the reaction product. The product is: [C:33]([NH:2][C@H:3]1[CH2:7][CH2:6][N:5]([C:8]2[CH:13]=[CH:12][C:11]([N:14]3[CH2:18][C@H:17]([CH2:19][O:20][C:21]4[CH:25]=[CH:24][O:23][N:22]=4)[O:16][C:15]3=[O:26])=[CH:10][C:9]=2[F:27])[CH2:4]1)(=[O:35])[CH3:34]. (6) Given the reactants [C:1](Cl)(=[O:3])[CH3:2].[C:5]([O:8][C@H:9]1[C@H:22]([OH:23])[C@@H:21]([CH2:24][OH:25])[O:20][C@@H:11]([O:12][Si:13]([C:16]([CH3:19])([CH3:18])[CH3:17])([CH3:15])[CH3:14])[C@@H:10]1[N:26]=[N+:27]=[N-:28])(=[O:7])[CH3:6].O.CCOC(C)=O, predict the reaction product. The product is: [C:5]([O:8][C@H:9]1[C@H:22]([OH:23])[C@@H:21]([CH2:24][O:25][C:1](=[O:3])[CH3:2])[O:20][C@@H:11]([O:12][Si:13]([C:16]([CH3:19])([CH3:18])[CH3:17])([CH3:14])[CH3:15])[C@@H:10]1[N:26]=[N+:27]=[N-:28])(=[O:7])[CH3:6]. (7) Given the reactants Br[C:2]1[CH:3]=[C:4]2[C:10]([C:11]3[C:12]([CH3:25])=[N:13][N:14]([CH2:17][C:18]4[CH:23]=[CH:22][CH:21]=[C:20]([F:24])[CH:19]=4)[C:15]=3[CH3:16])=[CH:9][N:8]([S:26]([C:29]3[CH:35]=[CH:34][C:32]([CH3:33])=[CH:31][CH:30]=3)(=[O:28])=[O:27])[C:5]2=[N:6][CH:7]=1.[CH3:36][N:37]([CH3:61])[CH2:38][CH2:39][O:40][C:41]1[CH:46]=[CH:45][C:44](B2OC(C)(C)C(C)(C)O2)=[CH:43][C:42]=1NS(C)(=O)=O.C(=O)([O-])[O-].[Na+].[Na+], predict the reaction product. The product is: [F:24][C:20]1[CH:19]=[C:18]([CH:23]=[CH:22][CH:21]=1)[CH2:17][N:14]1[C:15]([CH3:16])=[C:11]([C:10]2[C:4]3[C:5](=[N:6][CH:7]=[C:2]([C:44]4[CH:45]=[CH:46][C:41]([O:40][CH2:39][CH2:38][N:37]([CH3:61])[CH3:36])=[CH:42][CH:43]=4)[CH:3]=3)[N:8]([S:26]([C:29]3[CH:30]=[CH:31][C:32]([CH3:33])=[CH:34][CH:35]=3)(=[O:28])=[O:27])[CH:9]=2)[C:12]([CH3:25])=[N:13]1. (8) Given the reactants P(Cl)(Cl)(Cl)=O.[F:6][C:7]1[CH:8]=[C:9]2[C:13](=[CH:14][CH:15]=1)[NH:12][CH:11]=[CH:10]2.CN([CH:19]=[O:20])C, predict the reaction product. The product is: [F:6][C:7]1[CH:8]=[C:9]2[C:13](=[CH:14][CH:15]=1)[NH:12][CH:11]=[C:10]2[CH:19]=[O:20]. (9) Given the reactants [OH:1][C:2]1[CH:3]=[C:4]2[C:8](=[CH:9][C:10]=1[O:11][CH3:12])[C:7](=[O:13])[CH2:6][CH2:5]2.Cl[CH2:15][CH2:16][CH2:17][O:18][CH:19]1[CH2:24][CH2:23][CH2:22][CH2:21][O:20]1.C(=O)([O-])[O-].[K+].[K+], predict the reaction product. The product is: [CH3:12][O:11][C:10]1[CH:9]=[C:8]2[C:4]([CH2:5][CH2:6][C:7]2=[O:13])=[CH:3][C:2]=1[O:1][CH2:15][CH2:16][CH2:17][O:18][CH:19]1[CH2:24][CH2:23][CH2:22][CH2:21][O:20]1. (10) Given the reactants C([O:4][C:5]1[C:14]2[C:9](=[CH:10][C:11](OC)=[CH:12][CH:13]=2)[CH:8]=[C:7]([CH3:17])[C:6]=1[C:18]1[CH:23]=[CH:22][CH:21]=[CH:20][CH:19]=1)(=O)C.C(O)(=O)C.Br.[C:29]1([CH3:39])[CH:34]=[CH:33][C:32]([S:35]([OH:38])(=[O:37])=[O:36])=[CH:31][CH:30]=1, predict the reaction product. The product is: [CH3:39][C:29]1[CH:30]=[CH:31][C:32]([S:35]([O:38][C:11]2[CH:12]=[CH:13][C:14]3[C:9](=[CH:8][C:7]([CH3:17])=[C:6]([C:18]4[CH:23]=[CH:22][CH:21]=[CH:20][CH:19]=4)[C:5]=3[OH:4])[CH:10]=2)(=[O:36])=[O:37])=[CH:33][CH:34]=1.